Dataset: Full USPTO retrosynthesis dataset with 1.9M reactions from patents (1976-2016). Task: Predict the reactants needed to synthesize the given product. (1) Given the product [C:39]([O:9][CH:8]([O:28][C:27](=[O:30])[CH3:32])[C:7]1[CH:10]=[C:11]([O:14][CH2:15][CH:16]([CH2:21][CH3:22])[CH2:17][CH2:18][CH2:19][CH3:20])[CH:12]=[CH:13][C:6]=1[O:5][CH2:4][CH:3]([CH2:1][CH3:2])[CH2:23][CH2:24][CH2:25][CH3:26])(=[O:41])[CH3:40], predict the reactants needed to synthesize it. The reactants are: [CH2:1]([CH:3]([CH2:23][CH2:24][CH2:25][CH3:26])[CH2:4][O:5][C:6]1[CH:13]=[CH:12][C:11]([O:14][CH2:15][CH:16]([CH2:21][CH3:22])[CH2:17][CH2:18][CH2:19][CH3:20])=[CH:10][C:7]=1[CH:8]=[O:9])[CH3:2].[C:27](=[O:30])(O)[O-:28].[Na+].[CH3:32]CCCCCC.[C:39](OC(=O)C)(=[O:41])[CH3:40]. (2) Given the product [C:43]([O:12][C@@H:11]1[O:13][C@H:14]([CH2:25][O:26][C:27](=[O:34])[C:28]2[CH:29]=[CH:30][CH:31]=[CH:32][CH:33]=2)[C@@H:15]([O:16][C:17](=[O:24])[C:18]2[CH:23]=[CH:22][CH:21]=[CH:20][CH:19]=2)[C@@:10]1([CH3:35])[O:9][C:1](=[O:8])[C:2]1[CH:7]=[CH:6][CH:5]=[CH:4][CH:3]=1)(=[O:42])[C:2]1[CH:7]=[CH:6][CH:5]=[CH:4][CH:3]=1, predict the reactants needed to synthesize it. The reactants are: [C:1]([O:9][C@:10]1([CH3:35])[C@H:15]([O:16][C:17](=[O:24])[C:18]2[CH:23]=[CH:22][CH:21]=[CH:20][CH:19]=2)[C@@H:14]([CH2:25][O:26][C:27](=[O:34])[C:28]2[CH:33]=[CH:32][CH:31]=[CH:30][CH:29]=2)[O:13][C@H:11]1[OH:12])(=[O:8])[C:2]1[CH:7]=[CH:6][CH:5]=[CH:4][CH:3]=1.COC([O:42][CH3:43])N(C)C.CO. (3) Given the product [Br:1][C:2]1[CH:8]=[C:6]([N:7]=[C:13]=[O:14])[C:5]([O:9][CH3:10])=[CH:4][C:3]=1[O:11][CH3:12], predict the reactants needed to synthesize it. The reactants are: [Br:1][C:2]1[C:3]([O:11][CH3:12])=[CH:4][C:5]([O:9][CH3:10])=[C:6]([CH:8]=1)[NH2:7].[C:13](Cl)(Cl)=[O:14]. (4) The reactants are: [F:1][C:2]1[CH:7]=[CH:6][C:5]([CH:8]2[C:16]3[O:15][C:14](=O)[NH:13][C:12](=[O:18])[C:11]=3[CH2:10][CH2:9]2)=[CH:4][CH:3]=1.[OH-].[NH4+:20]. Given the product [F:1][C:2]1[CH:7]=[CH:6][C:5]([CH:8]2[C:16]3[NH:20][C:14](=[O:15])[NH:13][C:12](=[O:18])[C:11]=3[CH2:10][CH2:9]2)=[CH:4][CH:3]=1, predict the reactants needed to synthesize it. (5) Given the product [CH2:28]([N:30]([CH2:31][CH3:32])[CH2:2][CH2:3][CH2:4][CH2:5][O:6][C:7]1[CH:12]=[CH:11][C:10]([N:13]([CH3:27])[S:14]([C:17]2[CH:22]=[CH:21][C:20]([C:23]([F:26])([F:25])[F:24])=[CH:19][CH:18]=2)(=[O:16])=[O:15])=[CH:9][CH:8]=1)[CH3:29], predict the reactants needed to synthesize it. The reactants are: Br[CH2:2][CH2:3][CH2:4][CH2:5][O:6][C:7]1[CH:12]=[CH:11][C:10]([N:13]([CH3:27])[S:14]([C:17]2[CH:22]=[CH:21][C:20]([C:23]([F:26])([F:25])[F:24])=[CH:19][CH:18]=2)(=[O:16])=[O:15])=[CH:9][CH:8]=1.[CH2:28]([NH:30][CH2:31][CH3:32])[CH3:29]. (6) Given the product [CH2:1]([O:8][C:9]1[CH:14]=[CH:13][C:12]([C:20]2[N:25]=[C:24]([NH2:26])[N:23]=[C:22]([NH:27][CH3:28])[CH:21]=2)=[C:11]([CH3:18])[CH:10]=1)[C:2]1[CH:7]=[CH:6][CH:5]=[CH:4][CH:3]=1, predict the reactants needed to synthesize it. The reactants are: [CH2:1]([O:8][C:9]1[CH:14]=[CH:13][C:12](B(O)O)=[C:11]([CH3:18])[CH:10]=1)[C:2]1[CH:7]=[CH:6][CH:5]=[CH:4][CH:3]=1.I[C:20]1[N:25]=[C:24]([NH2:26])[N:23]=[C:22]([NH:27][CH3:28])[CH:21]=1. (7) Given the product [ClH:40].[NH2:38][C:41]([C:30]1[CH:31]=[CH:32][C:23]([CH2:22][N:19]2[CH2:18][CH2:17][C:16]([S:13]([C:10]3[CH:9]=[CH:8][C:7]([O:6][CH2:2][C:3]#[C:4][CH3:5])=[CH:12][CH:11]=3)(=[O:14])=[O:15])([C:33]([NH:35][OH:36])=[O:34])[CH2:21][CH2:20]2)=[CH:24][CH:29]=1)=[O:37], predict the reactants needed to synthesize it. The reactants are: Cl.[CH2:2]([O:6][C:7]1[CH:12]=[CH:11][C:10]([S:13]([C:16]2([C:33]([NH:35][OH:36])=[O:34])[CH2:21][CH2:20][N:19]([CH2:22][C:23]3[CH:32]=[CH:31][CH:30]=[CH:29][C:24]=3C(OC)=O)[CH2:18][CH2:17]2)(=[O:15])=[O:14])=[CH:9][CH:8]=1)[C:3]#[C:4][CH3:5].[OH-:37].[NH4+:38].Cl.[Cl:40][CH2:41]Cl. (8) Given the product [OH:28][C:12]1[C:13]2[C:18]([NH:19][CH2:20][CH2:21][C:22]3[CH:23]=[CH:24][CH:25]=[CH:26][CH:27]=3)=[N:17][CH:16]=[N:15][C:14]=2[N:9]([OH:8])[C:10](=[O:29])[CH:11]=1, predict the reactants needed to synthesize it. The reactants are: C([O:8][N:9]1[C:14]2[N:15]=[CH:16][N:17]=[C:18]([NH:19][CH2:20][CH2:21][C:22]3[CH:27]=[CH:26][CH:25]=[CH:24][CH:23]=3)[C:13]=2[C:12]([OH:28])=[CH:11][C:10]1=[O:29])C1C=CC=CC=1.[H][H]. (9) Given the product [C:6]([C:10]1[CH:11]=[CH:12][C:13]([CH:16]2[CH2:18][CH:17]2[C:19]([NH:27][CH2:28][C:29]2[CH:34]=[CH:33][C:32]([NH:35][S:36]([CH3:39])(=[O:38])=[O:37])=[C:31]([F:40])[CH:30]=2)=[O:21])=[CH:14][CH:15]=1)([CH3:7])([CH3:8])[CH3:9], predict the reactants needed to synthesize it. The reactants are: CN(C=O)C.[C:6]([C:10]1[CH:15]=[CH:14][C:13]([C@@H:16]2[CH2:18][C@H:17]2[C:19]([OH:21])=O)=[CH:12][CH:11]=1)([CH3:9])([CH3:8])[CH3:7].C(Cl)CCl.Cl.[NH2:27][CH2:28][C:29]1[CH:34]=[CH:33][C:32]([NH:35][S:36]([CH3:39])(=[O:38])=[O:37])=[C:31]([F:40])[CH:30]=1. (10) Given the product [CH2:1]([O:3][C:4]([C:6]1([C:22]2[CH:23]=[CH:24][CH:25]=[CH:26][N:21]=2)[C:11](=[O:12])[CH2:10][CH2:9][N:8]([C:13]([O:15][C:16]([CH3:18])([CH3:17])[CH3:19])=[O:14])[CH:7]1[CH3:29])=[O:5])[CH3:2], predict the reactants needed to synthesize it. The reactants are: [CH2:1]([O:3][C:4]([CH:6]1[C:11](=[O:12])[CH2:10][CH2:9][N:8]([C:13]([O:15][C:16]([CH3:19])([CH3:18])[CH3:17])=[O:14])[CH2:7]1)=[O:5])[CH3:2].Cl.[N:21]1[CH:26]=[CH:25][CH:24]=[CH:23][C:22]=1CCl.[C:29](=O)([O-])[O-].[K+].[K+].[I-].[K+].C1N2CCN(CC2)C1.